This data is from Peptide-MHC class I binding affinity with 185,985 pairs from IEDB/IMGT. The task is: Regression. Given a peptide amino acid sequence and an MHC pseudo amino acid sequence, predict their binding affinity value. This is MHC class I binding data. The peptide sequence is THIVRGRDL. The MHC is HLA-B39:01 with pseudo-sequence HLA-B39:01. The binding affinity (normalized) is 0.337.